From a dataset of Reaction yield outcomes from USPTO patents with 853,638 reactions. Predict the reaction yield, written as a fraction of the theoretical maximum amount of product (1.0 means a 100% yield; for example, 0.34 means a 34% yield). The reactants are [CH3:1][O:2][C:3](=[O:17])[C:4]1[CH:12]=[C:11]([O:13][CH2:14][CH:15]=[CH2:16])[CH:10]=[C:6]([C:7]([OH:9])=O)[CH:5]=1.C(Cl)(=O)C(Cl)=O.C(=O)([O-])[O-].[Na+].[Na+].[CH3:30][O:31][CH:32]([O:35][CH3:36])[CH2:33][NH2:34]. The catalyst is C(Cl)Cl.CN(C=O)C. The product is [CH3:1][O:2][C:3](=[O:17])[C:4]1[CH:12]=[C:11]([O:13][CH2:14][CH:15]=[CH2:16])[CH:10]=[C:6]([C:7]([NH:34][CH2:33][CH:32]([O:35][CH3:36])[O:31][CH3:30])=[O:9])[CH:5]=1. The yield is 0.990.